This data is from HIV replication inhibition screening data with 41,000+ compounds from the AIDS Antiviral Screen. The task is: Binary Classification. Given a drug SMILES string, predict its activity (active/inactive) in a high-throughput screening assay against a specified biological target. (1) The drug is COC1=NCN=C2SC=C(N)N=C12. The result is 0 (inactive). (2) The result is 0 (inactive). The drug is O=C1CCCC2=C1CC1=C(CCCC1=O)N2c1cccc([N+](=O)[O-])c1. (3) The compound is Cl.Fc1ccc(C2NC(c3ccc(Cl)cc3)c3cccn3-c3sccc32)cc1. The result is 0 (inactive). (4) The drug is CC(C)(C)c1onc2c1C(=O)c1ccccc1-2. The result is 0 (inactive). (5) The drug is O=C(CN1CCOCC1)c1ccc2c(c1)oc(=O)n2CCN1CCCC1. The result is 0 (inactive).